Dataset: Catalyst prediction with 721,799 reactions and 888 catalyst types from USPTO. Task: Predict which catalyst facilitates the given reaction. (1) Reactant: [CH2:1]([C:5]1[CH:10]=[CH:9][C:8]([C:11]2[CH:12]=[CH:13][C:14]3[C:15]4[CH2:27][C:26]5[C:21](=[CH:22][CH:23]=[C:24]([NH2:28])[CH:25]=5)[C:16]=4[NH:17][C:18]=3[C:19]=2[F:20])=[CH:7][CH:6]=1)[CH2:2][CH2:3][CH3:4].CC(O)=O.O.[O:34]([C:36]#[N:37])[Na]. Product: [CH2:1]([C:5]1[CH:6]=[CH:7][C:8]([C:11]2[CH:12]=[CH:13][C:14]3[C:15]4[CH2:27][C:26]5[C:21](=[CH:22][CH:23]=[C:24]([NH:28][C:36]([NH2:37])=[O:34])[CH:25]=5)[C:16]=4[NH:17][C:18]=3[C:19]=2[F:20])=[CH:9][CH:10]=1)[CH2:2][CH2:3][CH3:4]. The catalyst class is: 238. (2) Reactant: C[O:2][C:3]([C:5]1[N:6]=[C:7]([NH:10][S:11]([CH3:14])(=[O:13])=[O:12])[S:8][CH:9]=1)=[O:4]. Product: [CH3:14][S:11]([NH:10][C:7]1[S:8][CH:9]=[C:5]([C:3]([OH:4])=[O:2])[N:6]=1)(=[O:12])=[O:13]. The catalyst class is: 74.